From a dataset of Catalyst prediction with 721,799 reactions and 888 catalyst types from USPTO. Predict which catalyst facilitates the given reaction. (1) Reactant: [O:1]1CCNCC[O:3][B:2]1[C@@H:9]([NH:14][C:15](=[O:33])[C@@H:16]([NH:24][C:25]([C:27]1[CH:32]=[N:31][CH:30]=[CH:29][N:28]=1)=[O:26])[CH2:17][C:18]1[CH:23]=[CH:22][CH:21]=[CH:20][CH:19]=1)[CH2:10][CH:11]([CH3:13])[CH3:12].Cl. Product: [B:2]([OH:3])([OH:1])[C@@H:9]([NH:14][C:15]([C@@H:16]([NH:24][C:25]([C:27]1[CH:32]=[N:31][CH:30]=[CH:29][N:28]=1)=[O:26])[CH2:17][C:18]1[CH:19]=[CH:20][CH:21]=[CH:22][CH:23]=1)=[O:33])[CH2:10][CH:11]([CH3:13])[CH3:12]. The catalyst class is: 5. (2) Reactant: [CH:1]1([C:7]2[C:8]3[CH:9]=[CH:10][C:11]([C:32]([O:34][CH3:35])=[O:33])=[CH:12][C:13]=3[N:14]3[C:21]=2[C:20]2[CH:22]=[CH:23][CH:24]=[CH:25][C:19]=2[O:18][CH2:17][CH:16]([NH:26][CH2:27][CH2:28][N:29]([CH3:31])[CH3:30])[CH2:15]3)[CH2:6][CH2:5][CH2:4][CH2:3][CH2:2]1.C=O.[C:38](O)(=O)C.C([BH3-])#N.[Na+].[OH-].[Na+]. Product: [CH:1]1([C:7]2[C:8]3[CH:9]=[CH:10][C:11]([C:32]([O:34][CH3:35])=[O:33])=[CH:12][C:13]=3[N:14]3[C:21]=2[C:20]2[CH:22]=[CH:23][CH:24]=[CH:25][C:19]=2[O:18][CH2:17][CH:16]([N:26]([CH2:27][CH2:28][N:29]([CH3:31])[CH3:30])[CH3:38])[CH2:15]3)[CH2:2][CH2:3][CH2:4][CH2:5][CH2:6]1. The catalyst class is: 91. (3) Reactant: C(OC([NH:11][C@H:12]1[CH2:16][CH2:15][N:14]([C@H:17]2[CH2:22][CH2:21][C@@H:20]([NH:23][C:24](=[O:30])[O:25][C:26]([CH3:29])([CH3:28])[CH3:27])[CH2:19][C@H:18]2[CH2:31][S:32]([CH3:35])(=[O:34])=[O:33])[C:13]1=[O:36])=O)C1C=CC=CC=1. Product: [NH2:11][C@H:12]1[CH2:16][CH2:15][N:14]([C@H:17]2[CH2:22][CH2:21][C@@H:20]([NH:23][C:24](=[O:30])[O:25][C:26]([CH3:29])([CH3:28])[CH3:27])[CH2:19][C@H:18]2[CH2:31][S:32]([CH3:35])(=[O:34])=[O:33])[C:13]1=[O:36]. The catalyst class is: 19. (4) Reactant: [CH3:1][N:2]1[CH2:7][CH2:6][O:5][CH2:4][CH2:3]1.[Br:8][CH2:9][C:10]([O:12][CH2:13][CH3:14])=[O:11]. Product: [Br-:8].[CH2:13]([O:12][C:10](=[O:11])[CH2:9][N+:2]1([CH3:1])[CH2:7][CH2:6][O:5][CH2:4][CH2:3]1)[CH3:14]. The catalyst class is: 4. (5) Reactant: O=[C:2]1[C:11]2[C:6](=[CH:7][CH:8]=[C:9]([C:12]#[N:13])[CH:10]=2)[NH:5][CH:4]=[CH:3]1.P(Br)(Br)[Br:15].[OH-].[Na+]. Product: [Br:15][C:2]1[C:11]2[C:6](=[CH:7][CH:8]=[C:9]([C:12]#[N:13])[CH:10]=2)[N:5]=[CH:4][CH:3]=1. The catalyst class is: 3.